Dataset: NCI-60 drug combinations with 297,098 pairs across 59 cell lines. Task: Regression. Given two drug SMILES strings and cell line genomic features, predict the synergy score measuring deviation from expected non-interaction effect. (1) Drug 1: CCC(=C(C1=CC=CC=C1)C2=CC=C(C=C2)OCCN(C)C)C3=CC=CC=C3.C(C(=O)O)C(CC(=O)O)(C(=O)O)O. Drug 2: CC1=C(N=C(N=C1N)C(CC(=O)N)NCC(C(=O)N)N)C(=O)NC(C(C2=CN=CN2)OC3C(C(C(C(O3)CO)O)O)OC4C(C(C(C(O4)CO)O)OC(=O)N)O)C(=O)NC(C)C(C(C)C(=O)NC(C(C)O)C(=O)NCCC5=NC(=CS5)C6=NC(=CS6)C(=O)NCCC[S+](C)C)O. Cell line: OVCAR-4. Synergy scores: CSS=11.6, Synergy_ZIP=-2.45, Synergy_Bliss=1.24, Synergy_Loewe=2.26, Synergy_HSA=3.09. (2) Drug 1: C1CCC(CC1)NC(=O)N(CCCl)N=O. Drug 2: CC1=C(C(=CC=C1)Cl)NC(=O)C2=CN=C(S2)NC3=CC(=NC(=N3)C)N4CCN(CC4)CCO. Cell line: COLO 205. Synergy scores: CSS=5.64, Synergy_ZIP=5.17, Synergy_Bliss=5.22, Synergy_Loewe=-1.60, Synergy_HSA=-1.05. (3) Drug 1: CC1C(C(CC(O1)OC2CC(CC3=C2C(=C4C(=C3O)C(=O)C5=C(C4=O)C(=CC=C5)OC)O)(C(=O)CO)O)N)O.Cl. Drug 2: N.N.Cl[Pt+2]Cl. Cell line: MALME-3M. Synergy scores: CSS=77.0, Synergy_ZIP=0.557, Synergy_Bliss=0.477, Synergy_Loewe=2.25, Synergy_HSA=5.46. (4) Drug 1: C1CCN(CC1)CCOC2=CC=C(C=C2)C(=O)C3=C(SC4=C3C=CC(=C4)O)C5=CC=C(C=C5)O. Drug 2: C1C(C(OC1N2C=C(C(=O)NC2=O)F)CO)O. Cell line: HL-60(TB). Synergy scores: CSS=45.6, Synergy_ZIP=2.05, Synergy_Bliss=0.972, Synergy_Loewe=-28.4, Synergy_HSA=-4.03. (5) Drug 1: C1=CC=C(C(=C1)C(C2=CC=C(C=C2)Cl)C(Cl)Cl)Cl. Drug 2: C1CC(=O)NC(=O)C1N2C(=O)C3=CC=CC=C3C2=O. Cell line: NCI-H322M. Synergy scores: CSS=-0.562, Synergy_ZIP=1.18, Synergy_Bliss=1.50, Synergy_Loewe=0.310, Synergy_HSA=0.220. (6) Drug 1: C1=CC(=CC=C1C#N)C(C2=CC=C(C=C2)C#N)N3C=NC=N3. Drug 2: CN1C(=O)N2C=NC(=C2N=N1)C(=O)N. Cell line: HS 578T. Synergy scores: CSS=0.842, Synergy_ZIP=-0.756, Synergy_Bliss=-1.75, Synergy_Loewe=-1.21, Synergy_HSA=-1.19. (7) Drug 1: CCC1=CC2CC(C3=C(CN(C2)C1)C4=CC=CC=C4N3)(C5=C(C=C6C(=C5)C78CCN9C7C(C=CC9)(C(C(C8N6C)(C(=O)OC)O)OC(=O)C)CC)OC)C(=O)OC.C(C(C(=O)O)O)(C(=O)O)O. Drug 2: CN1C2=C(C=C(C=C2)N(CCCl)CCCl)N=C1CCCC(=O)O.Cl. Cell line: T-47D. Synergy scores: CSS=38.4, Synergy_ZIP=-1.94, Synergy_Bliss=0.423, Synergy_Loewe=-11.3, Synergy_HSA=1.61. (8) Drug 1: CC1=C2C(C(=O)C3(C(CC4C(C3C(C(C2(C)C)(CC1OC(=O)C(C(C5=CC=CC=C5)NC(=O)OC(C)(C)C)O)O)OC(=O)C6=CC=CC=C6)(CO4)OC(=O)C)OC)C)OC. Drug 2: CC1=C(C(=O)C2=C(C1=O)N3CC4C(C3(C2COC(=O)N)OC)N4)N. Cell line: SR. Synergy scores: CSS=57.6, Synergy_ZIP=-5.36, Synergy_Bliss=-10.1, Synergy_Loewe=-10.6, Synergy_HSA=-8.16.